Dataset: Full USPTO retrosynthesis dataset with 1.9M reactions from patents (1976-2016). Task: Predict the reactants needed to synthesize the given product. The reactants are: [Cl:1][C:2]1[CH:9]=[C:8]([N:10]([CH2:16][C:17]2[CH:22]=[C:21]([F:23])[CH:20]=[CH:19][C:18]=2[F:24])[C@H:11]2[CH2:15][CH2:14][NH:13][CH2:12]2)[CH:7]=[CH:6][C:3]=1[C:4]#[N:5].[CH2:25]([S:28](Cl)(=[O:30])=[O:29])[CH2:26][CH3:27]. Given the product [Cl:1][C:2]1[CH:9]=[C:8]([N:10]([CH2:16][C:17]2[CH:22]=[C:21]([F:23])[CH:20]=[CH:19][C:18]=2[F:24])[C@H:11]2[CH2:15][CH2:14][N:13]([S:28]([CH2:25][CH2:26][CH3:27])(=[O:30])=[O:29])[CH2:12]2)[CH:7]=[CH:6][C:3]=1[C:4]#[N:5], predict the reactants needed to synthesize it.